Dataset: TCR-epitope binding with 47,182 pairs between 192 epitopes and 23,139 TCRs. Task: Binary Classification. Given a T-cell receptor sequence (or CDR3 region) and an epitope sequence, predict whether binding occurs between them. The epitope is TPINLVRDL. The TCR CDR3 sequence is CSVEGAGGLNYNEQFF. Result: 1 (the TCR binds to the epitope).